This data is from Forward reaction prediction with 1.9M reactions from USPTO patents (1976-2016). The task is: Predict the product of the given reaction. (1) Given the reactants [Cl:1][C:2]1[CH:7]=[CH:6][N:5]=[C:4]2[CH:8]=[C:9]([Si](C)(C)C)[O:10][C:3]=12.C1C(=O)N([I:22])C(=O)C1.[F-].[K+], predict the reaction product. The product is: [Cl:1][C:2]1[CH:7]=[CH:6][N:5]=[C:4]2[CH:8]=[C:9]([I:22])[O:10][C:3]=12. (2) Given the reactants [CH3:1][N:2]([CH3:49])[CH2:3][CH2:4][NH:5][CH2:6][C@:7]12[CH2:45][CH2:44][C@@H:43]([C:46]([CH3:48])=[CH2:47])[C@@H:8]1[C@@H:9]1[C@@:22]([CH3:25])([CH2:23][CH2:24]2)[C@@:21]2([CH3:26])[C@@H:12]([C@:13]3([CH3:42])[C@@H:18]([CH2:19][CH2:20]2)[C:17]([CH3:28])([CH3:27])[C:16]([C:29]2[CH:41]=[CH:40][C:32]([C:33]([O:35]C(C)(C)C)=[O:34])=[CH:31][CH:30]=2)=[CH:15][CH2:14]3)[CH2:11][CH2:10]1.C(O)(C(F)(F)F)=O, predict the reaction product. The product is: [CH3:49][N:2]([CH3:1])[CH2:3][CH2:4][NH:5][CH2:6][C@:7]12[CH2:45][CH2:44][C@@H:43]([C:46]([CH3:48])=[CH2:47])[C@@H:8]1[C@@H:9]1[C@@:22]([CH3:25])([CH2:23][CH2:24]2)[C@@:21]2([CH3:26])[C@@H:12]([C@:13]3([CH3:42])[C@@H:18]([CH2:19][CH2:20]2)[C:17]([CH3:28])([CH3:27])[C:16]([C:29]2[CH:30]=[CH:31][C:32]([C:33]([OH:35])=[O:34])=[CH:40][CH:41]=2)=[CH:15][CH2:14]3)[CH2:11][CH2:10]1. (3) Given the reactants [CH3:1][O:2][C:3]1[CH:8]=[CH:7][C:6]([C:9]2[CH:14]=[CH:13][N:12]=[C:11]([NH2:15])[C:10]=2[NH2:16])=[CH:5][CH:4]=1.[NH:17]1[CH:21]=[CH:20][CH:19]=[C:18]1[C:22](O)=O, predict the reaction product. The product is: [CH3:1][O:2][C:3]1[CH:8]=[CH:7][C:6]([C:9]2[CH:14]=[CH:13][N:12]=[C:11]3[NH:15][C:22]([C:18]4[NH:17][CH:21]=[CH:20][CH:19]=4)=[N:16][C:10]=23)=[CH:5][CH:4]=1. (4) Given the reactants [CH3:1][N:2]([CH2:4][C:5]1[CH:6]=[C:7]([NH:11][C:12]([C@H:14]([NH:26][C:27]([N:29]2[CH2:34][CH2:33][NH:32][CH2:31][CH2:30]2)=[O:28])[C@H:15]([C:17]2[C:25]3[C:20](=[CH:21][CH:22]=[CH:23][CH:24]=3)[NH:19][CH:18]=2)[CH3:16])=[O:13])[CH:8]=[CH:9][CH:10]=1)[CH3:3].[CH:35]1([C:41](O)=[O:42])[CH2:40][CH2:39][CH2:38][CH2:37][CH2:36]1.CCN=C=NCCCN(C)C.C1C=CC2N(O)N=NC=2C=1.C(=O)([O-])O.[Na+], predict the reaction product. The product is: [CH:35]1([C:41]([N:32]2[CH2:33][CH2:34][N:29]([C:27]([NH:26][C@@H:14]([C:12]([NH:11][C:7]3[CH:8]=[CH:9][CH:10]=[C:5]([CH2:4][N:2]([CH3:3])[CH3:1])[CH:6]=3)=[O:13])[C@H:15]([C:17]3[C:25]4[C:20](=[CH:21][CH:22]=[CH:23][CH:24]=4)[NH:19][CH:18]=3)[CH3:16])=[O:28])[CH2:30][CH2:31]2)=[O:42])[CH2:40][CH2:39][CH2:38][CH2:37][CH2:36]1.